From a dataset of Forward reaction prediction with 1.9M reactions from USPTO patents (1976-2016). Predict the product of the given reaction. (1) Given the reactants [CH3:1][O:2][C:3]1[N:8]=[CH:7][C:6]([NH:9][NH:10][C:11]([NH2:13])=[O:12])=[CH:5][CH:4]=1.N1C=CC=CC=1.[CH3:20][O:21][C:22]1[CH:30]=[CH:29][C:25]([C:26](Cl)=[O:27])=[CH:24][CH:23]=1.O, predict the reaction product. The product is: [CH3:20][O:21][C:22]1[CH:30]=[CH:29][C:25]([C:26]([N:9]([C:6]2[CH:7]=[N:8][C:3]([O:2][CH3:1])=[CH:4][CH:5]=2)[NH:10][C:11]([NH2:13])=[O:12])=[O:27])=[CH:24][CH:23]=1. (2) Given the reactants [Cl:1][CH2:2][C:3]1[CH:8]=[CH:7][C:6]([CH2:9][C:10]([NH:12][NH:13][C:14]([O:16][C:17]([CH3:20])([CH3:19])[CH3:18])=[O:15])=[O:11])=[CH:5][CH:4]=1.[C:21]1([P:27]([C:34]2[CH:39]=[CH:38][CH:37]=[CH:36][CH:35]=2)[C:28]2[CH:33]=[CH:32][CH:31]=[CH:30][CH:29]=2)[CH:26]=[CH:25][CH:24]=[CH:23][CH:22]=1, predict the reaction product. The product is: [Cl-:1].[C:17]([O:16][C:14]([NH:13][NH:12][C:10]([CH2:9][C:6]1[CH:7]=[CH:8][C:3]([CH2:2][P+:27]([C:28]2[CH:29]=[CH:30][CH:31]=[CH:32][CH:33]=2)([C:34]2[CH:39]=[CH:38][CH:37]=[CH:36][CH:35]=2)[C:21]2[CH:22]=[CH:23][CH:24]=[CH:25][CH:26]=2)=[CH:4][CH:5]=1)=[O:11])=[O:15])([CH3:20])([CH3:19])[CH3:18]. (3) The product is: [F:22][C:19]1[CH:20]=[CH:21][C:16]([C:13]([CH3:15])([CH3:14])[CH2:12][NH:11][C:8]2[N:7]=[N:6][C:5]([C:3]3[N:28]=[C:27]([NH:26][C:23](=[O:25])[CH3:24])[NH:29][CH:2]=3)=[CH:10][CH:9]=2)=[CH:17][CH:18]=1. Given the reactants Br[CH2:2][C:3]([C:5]1[N:6]=[N:7][C:8]([NH:11][CH2:12][C:13]([C:16]2[CH:21]=[CH:20][C:19]([F:22])=[CH:18][CH:17]=2)([CH3:15])[CH3:14])=[CH:9][CH:10]=1)=O.[C:23]([NH:26][C:27]([NH2:29])=[NH:28])(=[O:25])[CH3:24], predict the reaction product. (4) Given the reactants [F:1][C:2]1[CH:3]=[C:4]([CH:7]=[CH:8][C:9]=1F)[CH:5]=[O:6].[F:11][C:12]([F:21])([F:20])[C:13]1[CH:14]=[C:15]([OH:19])[CH:16]=[N:17][CH:18]=1, predict the reaction product. The product is: [F:1][C:2]1[CH:3]=[C:4]([CH:7]=[CH:8][C:9]=1[O:19][C:15]1[CH:16]=[N:17][CH:18]=[C:13]([C:12]([F:21])([F:11])[F:20])[CH:14]=1)[CH:5]=[O:6].